This data is from Full USPTO retrosynthesis dataset with 1.9M reactions from patents (1976-2016). The task is: Predict the reactants needed to synthesize the given product. (1) Given the product [CH:1]1([NH:4][C:5]([C:7]2[CH:12]=[C:11]([C:13]3[C:14]([C:27]([NH:69][CH2:68][CH2:67][CH2:66][O:65][CH2:63][CH3:64])=[O:29])=[CH:15][C:16]([C:19]([NH:21][CH2:22][C:23]([CH3:26])([CH3:25])[CH3:24])=[O:20])=[CH:17][CH:18]=3)[C:10]([CH3:30])=[C:9]([F:31])[CH:8]=2)=[O:6])[CH2:2][CH2:3]1, predict the reactants needed to synthesize it. The reactants are: [CH:1]1([NH:4][C:5]([C:7]2[CH:8]=[C:9]([F:31])[C:10]([CH3:30])=[C:11]([C:13]3[C:14]([C:27]([OH:29])=O)=[CH:15][C:16]([C:19]([NH:21][CH2:22][C:23]([CH3:26])([CH3:25])[CH3:24])=[O:20])=[CH:17][CH:18]=3)[CH:12]=2)=[O:6])[CH2:3][CH2:2]1.CN(C(ON1N=NC2C=CC=CC1=2)=[N+](C)C)C.F[P-](F)(F)(F)(F)F.CCN(CC)CC.[CH2:63]([O:65][CH2:66][CH2:67][CH2:68][NH2:69])[CH3:64]. (2) Given the product [Br:23][C:24]1[CH:29]=[CH:28][C:27]([C:30]([F:32])([F:31])[F:33])=[CH:26][C:25]=1[S:34]([N:4]1[CH2:5][CH2:6][N:1]([C:7]([O:9][C:10]([CH3:13])([CH3:12])[CH3:11])=[O:8])[CH2:2][CH2:3]1)(=[O:36])=[O:35], predict the reactants needed to synthesize it. The reactants are: [N:1]1([C:7]([O:9][C:10]([CH3:13])([CH3:12])[CH3:11])=[O:8])[CH2:6][CH2:5][NH:4][CH2:3][CH2:2]1.CCN(C(C)C)C(C)C.[Br:23][C:24]1[CH:29]=[CH:28][C:27]([C:30]([F:33])([F:32])[F:31])=[CH:26][C:25]=1[S:34](Cl)(=[O:36])=[O:35]. (3) Given the product [CH3:1][N:2]([CH3:19])[C:3](=[O:18])[C@H:4]([CH2:5][OH:6])[NH2:7], predict the reactants needed to synthesize it. The reactants are: [CH3:1][N:2]([CH3:19])[C:3](=[O:18])[C@@H:4]([NH:7]C(=O)OCC1C=CC=CC=1)[CH2:5][OH:6]. (4) Given the product [NH4+:15].[OH-:16].[NH2:20][C@@:9]([C:3]1[CH:4]=[CH:5][C:6]([F:8])=[CH:7][C:2]=1[F:1])([CH3:10])[CH2:11][C@H:12]([C:13]1[C:14]([CH3:18])=[N:15][O:16][CH:17]=1)[OH:19], predict the reactants needed to synthesize it. The reactants are: [F:1][C:2]1[CH:7]=[C:6]([F:8])[CH:5]=[CH:4][C:3]=1[C@@:9]([NH:20][S@@](C(C)(C)C)=O)([CH2:11][C@@H:12]([OH:19])[C:13]1[C:14]([CH3:18])=[N:15][O:16][CH:17]=1)[CH3:10].Cl.O1CCOCC1. (5) Given the product [O:1]=[C:2]1[CH2:13][CH2:12][CH:11]=[CH:10][CH2:9][C@@H:8]([CH2:14][C:15]([OH:17])=[O:16])[C:7](=[O:22])[O:6][CH2:5][C@@H:4]([C:23]2[CH:28]=[CH:27][CH:26]=[CH:25][CH:24]=2)[NH:3]1, predict the reactants needed to synthesize it. The reactants are: [O:1]=[C:2]1[CH2:13][CH2:12][CH:11]=[CH:10][CH2:9][C@@H:8]([CH2:14][C:15]([O:17]C(C)(C)C)=[O:16])[C:7](=[O:22])[O:6][CH2:5][C@@H:4]([C:23]2[CH:28]=[CH:27][CH:26]=[CH:25][CH:24]=2)[NH:3]1.FC(F)(F)C(O)=O. (6) Given the product [OH:15][C:9]1([C:4]2[CH:5]=[CH:6][CH:7]=[CH:8][C:3]=2[C:2]([F:1])([F:16])[F:17])[CH2:14][CH2:13][N:12]([C:27]([O:29][C:30]([CH3:33])([CH3:32])[CH3:31])=[O:28])[CH2:11][CH2:10]1, predict the reactants needed to synthesize it. The reactants are: [F:1][C:2]([F:17])([F:16])[C:3]1[CH:8]=[CH:7][CH:6]=[CH:5][C:4]=1[C:9]1([OH:15])[CH2:14][CH2:13][NH:12][CH2:11][CH2:10]1.CCN(C(C)C)C(C)C.[C:27](O[C:27]([O:29][C:30]([CH3:33])([CH3:32])[CH3:31])=[O:28])([O:29][C:30]([CH3:33])([CH3:32])[CH3:31])=[O:28]. (7) Given the product [Br:9][C:8]1[C:4]([N+:1]([O-:3])=[O:2])=[N:5][NH:6][CH:7]=1, predict the reactants needed to synthesize it. The reactants are: [N+:1]([C:4]1[CH:8]=[CH:7][NH:6][N:5]=1)([O-:3])=[O:2].[Br:9]Br.[OH-].[Na+]. (8) Given the product [N:14]([C:17]1[CH:43]=[CH:42][C:20]([CH2:21][O:22][C:23]([NH:25][CH2:26][CH2:27][CH2:28][CH2:29][C@H:30]([NH:34][C:35]([O:37][C:38]([CH3:39])([CH3:40])[CH3:41])=[O:36])[C:31]([O:33][CH2:2][C:1]#[N:4])=[O:32])=[O:24])=[CH:19][CH:18]=1)=[N+:15]=[N-:16], predict the reactants needed to synthesize it. The reactants are: [CH:1]([N:4](CC)C(C)C)(C)[CH3:2].BrCC#N.[N:14]([C:17]1[CH:43]=[CH:42][C:20]([CH2:21][O:22][C:23]([NH:25][CH2:26][CH2:27][CH2:28][CH2:29][C@H:30]([NH:34][C:35]([O:37][C:38]([CH3:41])([CH3:40])[CH3:39])=[O:36])[C:31]([OH:33])=[O:32])=[O:24])=[CH:19][CH:18]=1)=[N+:15]=[N-:16].